From a dataset of Full USPTO retrosynthesis dataset with 1.9M reactions from patents (1976-2016). Predict the reactants needed to synthesize the given product. (1) Given the product [CH:1]1([C@H:6]2[C:38](=[O:39])[N:37]3[CH2:40][C@@H:34]([CH2:35][C@H:36]3[C:41](=[O:57])[NH:42][C@:43]3([C:48](=[O:56])[NH:49][S:50]([CH:53]4[CH2:54][CH2:55]4)(=[O:51])=[O:52])[CH2:45][C@H:44]3[CH:46]=[CH2:47])[O:33][C:18]3=[N:19][C:20]4[CH:21]=[CH:22][CH:23]=[CH:24][C:25]=4[C:26]([O:27][CH2:28][C:29]([OH:31])=[O:30])=[C:17]3[CH2:16][CH:15]=[CH:14][CH2:13][CH2:12][C@@H:11]3[CH2:58][CH2:59][CH2:60][C@H:10]3[O:9][C:8](=[O:61])[NH:7]2)[CH2:5][CH2:4][CH2:3][CH2:2]1, predict the reactants needed to synthesize it. The reactants are: [CH:1]1([C@H:6]2[C:38](=[O:39])[N:37]3[CH2:40][C@@H:34]([CH2:35][C@H:36]3[C:41](=[O:57])[NH:42][C@:43]3([C:48](=[O:56])[NH:49][S:50]([CH:53]4[CH2:55][CH2:54]4)(=[O:52])=[O:51])[CH2:45][C@H:44]3[CH:46]=[CH2:47])[O:33][C:18]3=[N:19][C:20]4[CH:21]=[CH:22][CH:23]=[CH:24][C:25]=4[C:26]([O:27][CH2:28][C:29]([O:31]C)=[O:30])=[C:17]3[CH2:16][CH:15]=[CH:14][CH2:13][CH2:12][C@@H:11]3[CH2:58][CH2:59][CH2:60][C@H:10]3[O:9][C:8](=[O:61])[NH:7]2)[CH2:5][CH2:4][CH2:3][CH2:2]1.O.[Li+].[OH-]. (2) Given the product [CH2:25]([C:10]1[C:5]([OH:4])=[C:6]([C:17](=[O:19])[CH3:18])[CH:7]=[CH:8][C:9]=1[N:11]1[CH2:12][CH2:13][CH2:14][CH2:15][CH2:16]1)[CH:24]=[CH2:23], predict the reactants needed to synthesize it. The reactants are: C([O:4][C:5]1[CH:10]=[C:9]([N:11]2[CH2:16][CH2:15][CH2:14][CH2:13][CH2:12]2)[CH:8]=[CH:7][C:6]=1[C:17](=[O:19])[CH3:18])C=C.O.CN1C[CH2:25][CH2:24][C:23]1=O. (3) The reactants are: C(OC([NH:11][CH2:12][CH2:13][C:14]([NH:16][C@@H:17]([CH2:22][CH2:23][CH2:24][CH2:25][NH:26][C:27]([O:29][C:30]([CH3:33])([CH3:32])[CH3:31])=[O:28])[C:18]([O:20][CH3:21])=[O:19])=[O:15])=O)C1C=CC=CC=1.[H][H]. Given the product [NH2:11][CH2:12][CH2:13][C:14]([NH:16][C@@H:17]([CH2:22][CH2:23][CH2:24][CH2:25][NH:26][C:27]([O:29][C:30]([CH3:33])([CH3:32])[CH3:31])=[O:28])[C:18]([O:20][CH3:21])=[O:19])=[O:15], predict the reactants needed to synthesize it. (4) Given the product [CH3:12][N:13]1[CH2:18][CH2:17][N:16]([C:2]2[C:3]([N+:9]([O-:11])=[O:10])=[C:4]([NH2:8])[CH:5]=[CH:6][CH:7]=2)[CH2:15][CH2:14]1, predict the reactants needed to synthesize it. The reactants are: Cl[C:2]1[C:3]([N+:9]([O-:11])=[O:10])=[C:4]([NH2:8])[CH:5]=[CH:6][CH:7]=1.[CH3:12][N:13]1[CH2:18][CH2:17][NH:16][CH2:15][CH2:14]1. (5) Given the product [OH:17][C:4]1[C:3]([NH:2][N:18]=[C:24]2[C:25](=[O:38])[N:26]([C:28]3[CH:29]=[C:30]4[C:34](=[CH:35][CH:36]=3)[CH2:33][CH2:32][CH:31]4[CH3:37])[N:27]=[C:23]2[CH3:22])=[CH:8][CH:7]=[CH:6][C:5]=1[C:9]1[O:13][C:12]([C:14]([OH:16])=[O:15])=[CH:11][CH:10]=1, predict the reactants needed to synthesize it. The reactants are: Br.[NH2:2][C:3]1[C:4]([OH:17])=[C:5]([C:9]2[O:13][C:12]([C:14]([OH:16])=[O:15])=[CH:11][CH:10]=2)[CH:6]=[CH:7][CH:8]=1.[N:18]([O-])=O.[Na+].[CH3:22][C:23]1[CH2:24][C:25](=[O:38])[N:26]([C:28]2[CH:29]=[C:30]3[C:34](=[CH:35][CH:36]=2)[CH2:33][CH2:32][CH:31]3[CH3:37])[N:27]=1.C(=O)(O)[O-].[Na+].